This data is from Full USPTO retrosynthesis dataset with 1.9M reactions from patents (1976-2016). The task is: Predict the reactants needed to synthesize the given product. (1) Given the product [CH:17]1([N:13]2[CH2:14][CH2:15][CH2:16][N:10]([C:8]([C:4]3[CH:5]=[N:6][CH:7]=[C:2]([O:32][C:29]4[CH:26]=[CH:27][C:22]([F:21])=[CH:23][CH:24]=4)[CH:3]=3)=[O:9])[CH2:11][CH2:12]2)[CH2:20][CH2:19][CH2:18]1, predict the reactants needed to synthesize it. The reactants are: Br[C:2]1[CH:3]=[C:4]([C:8]([N:10]2[CH2:16][CH2:15][CH2:14][N:13]([CH:17]3[CH2:20][CH2:19][CH2:18]3)[CH2:12][CH2:11]2)=[O:9])[CH:5]=[N:6][CH:7]=1.[F:21][C:22]1[CH:27]=[CH:26]C=[CH:24][C:23]=1O.[C:29]([O-:32])([O-])=O.[Cs+].[Cs+]. (2) The reactants are: [C:1]([O:5][C:6](=[O:12])[NH:7][CH2:8][CH2:9][CH2:10]Br)([CH3:4])([CH3:3])[CH3:2].[CH3:13][NH2:14].C1COCC1. Given the product [C:1]([O:5][C:6](=[O:12])[NH:7][CH2:8][CH2:9][CH2:10][NH:14][CH3:13])([CH3:4])([CH3:3])[CH3:2], predict the reactants needed to synthesize it. (3) Given the product [Cl:1][C:2]1[CH:3]=[CH:4][C:5]2[N:6]([C:8]([CH2:18][NH:19][C:20]3[N:25]=[C:24]([CH:26]4[CH2:30][CH2:29][CH2:28][NH:27]4)[CH:23]=[CH:22][N:21]=3)=[C:9]([C:11]3[CH:12]=[CH:13][C:14]([F:17])=[CH:15][CH:16]=3)[N:10]=2)[CH:7]=1, predict the reactants needed to synthesize it. The reactants are: [Cl:1][C:2]1[CH:3]=[CH:4][C:5]2[N:6]([C:8]([CH2:18][NH:19][C:20]3[N:25]=[C:24]([CH:26]4[CH2:30][CH2:29][CH2:28][N:27]4C(OC(C)(C)C)=O)[CH:23]=[CH:22][N:21]=3)=[C:9]([C:11]3[CH:16]=[CH:15][C:14]([F:17])=[CH:13][CH:12]=3)[N:10]=2)[CH:7]=1.FC(F)(F)C(O)=O. (4) Given the product [NH2:1][C:2]1[N:7]=[C:6]([CH3:8])[C:5]([CH2:9][C:10]2[CH:19]=[CH:18][C:13]([CH2:14][OH:15])=[CH:12][C:11]=2[F:20])=[C:4]([NH:21][CH2:22][CH2:23][CH2:24][CH2:25][CH3:26])[N:3]=1, predict the reactants needed to synthesize it. The reactants are: [NH2:1][C:2]1[N:7]=[C:6]([CH3:8])[C:5]([CH2:9][C:10]2[CH:19]=[CH:18][C:13]([C:14](OC)=[O:15])=[CH:12][C:11]=2[F:20])=[C:4]([NH:21][CH2:22][CH2:23][CH2:24][CH2:25][CH3:26])[N:3]=1.[H-].[Al+3].[Li+].[H-].[H-].[H-].CCOC(C)=O.[OH-].[Na+]. (5) Given the product [Cl:1][C:2]1[CH:32]=[CH:31][C:5]([CH2:6][N:7]2[C:11]3[CH:12]=[C:13]([N:17]4[CH2:22][CH2:21][N:20]([C:33]([C:34]5[CH:39]=[CH:38][CH:37]=[CH:36][CH:35]=5)=[O:40])[CH2:19][CH2:18]4)[C:14]([F:16])=[CH:15][C:10]=3[N:9]=[C:8]2[CH2:23][O:24][C:25]2[CH:30]=[CH:29][CH:28]=[CH:27][CH:26]=2)=[CH:4][CH:3]=1, predict the reactants needed to synthesize it. The reactants are: [Cl:1][C:2]1[CH:32]=[CH:31][C:5]([CH2:6][N:7]2[C:11]3[CH:12]=[C:13]([N:17]4[CH2:22][CH2:21][NH:20][CH2:19][CH2:18]4)[C:14]([F:16])=[CH:15][C:10]=3[N:9]=[C:8]2[CH2:23][O:24][C:25]2[CH:30]=[CH:29][CH:28]=[CH:27][CH:26]=2)=[CH:4][CH:3]=1.[C:33](Cl)(=[O:40])[C:34]1[CH:39]=[CH:38][CH:37]=[CH:36][CH:35]=1. (6) Given the product [NH2:17][C:18]1[CH:19]=[C:20]([CH:21]=[CH:22][C:23]=1[F:24])[O:25][C:2]1[CH:3]=[CH:4][C:5]2[N:6]([CH:8]=[C:9]([NH:11][C:12]([CH:14]3[CH2:16][CH2:15]3)=[O:13])[N:10]=2)[N:7]=1, predict the reactants needed to synthesize it. The reactants are: I[C:2]1[CH:3]=[CH:4][C:5]2[N:6]([CH:8]=[C:9]([NH:11][C:12]([CH:14]3[CH2:16][CH2:15]3)=[O:13])[N:10]=2)[N:7]=1.[NH2:17][C:18]1[CH:19]=[C:20]([OH:25])[CH:21]=[CH:22][C:23]=1[F:24].C(=O)([O-])[O-].[K+].[K+].CN(C)C=O. (7) The reactants are: [H-].[Na+].[F:3][C:4]1[CH:9]=[CH:8][CH:7]=[CH:6][C:5]=1[CH2:10][C:11]#[N:12].Cl[CH2:14][CH2:15][CH2:16]Cl. Given the product [F:3][C:4]1[CH:9]=[CH:8][CH:7]=[CH:6][C:5]=1[C:10]1([C:11]#[N:12])[CH2:16][CH2:15][CH2:14]1, predict the reactants needed to synthesize it. (8) Given the product [CH3:28][S:29]([C:32]1[CH:33]=[C:34]([NH:38][C:25]([C:24]2[CH:23]=[N:22][N:15]3[C:16]([C:18]([F:21])([F:20])[F:19])=[CH:17][C:12]([C:4]4[CH:5]=[CH:6][C:7]([C:8]([F:11])([F:9])[F:10])=[C:2]([CH3:1])[CH:3]=4)=[N:13][C:14]=23)=[O:26])[CH:35]=[CH:36][CH:37]=1)(=[O:30])=[O:31], predict the reactants needed to synthesize it. The reactants are: [CH3:1][C:2]1[CH:3]=[C:4]([C:12]2[CH:17]=[C:16]([C:18]([F:21])([F:20])[F:19])[N:15]3[N:22]=[CH:23][C:24]([C:25](O)=[O:26])=[C:14]3[N:13]=2)[CH:5]=[CH:6][C:7]=1[C:8]([F:11])([F:10])[F:9].[CH3:28][S:29]([C:32]1[CH:33]=[C:34]([NH2:38])[CH:35]=[CH:36][CH:37]=1)(=[O:31])=[O:30].Cl. (9) The reactants are: Cl.Cl.[N:3]1[CH:8]=[CH:7][CH:6]=[CH:5][C:4]=1[N:9]1[CH2:13][CH2:12][C@H:11]([NH2:14])[CH2:10]1.[CH:15]1[N:19]=[CH:18][N:17]([C:20](N2C=NC=C2)=[O:21])[CH:16]=1. Given the product [N:3]1[CH:8]=[CH:7][CH:6]=[CH:5][C:4]=1[N:9]1[CH2:13][CH2:12][C@H:11]([NH:14][C:20]([N:17]2[CH:16]=[CH:15][N:19]=[CH:18]2)=[O:21])[CH2:10]1, predict the reactants needed to synthesize it.